Dataset: Experimentally validated miRNA-target interactions with 360,000+ pairs, plus equal number of negative samples. Task: Binary Classification. Given a miRNA mature sequence and a target amino acid sequence, predict their likelihood of interaction. The miRNA is ath-miR842 with sequence UCAUGGUCAGAUCCGUCAUCC. The protein sequence of the target gene is MQVPVGSRLVLALAFVLVWGSSVQGYPARRARYQWVRCKPNGFFANCIEEKGPQFDLIDESNNIGPPMNNPVLMEGPSKDFISNYDDYGSGSGSGSGSGSGSGSGSGSGFLGDMEWEYQPTDESNIVYFNYKPFDRILTEQNQDQPEDDFII. Result: 0 (no interaction).